Dataset: Full USPTO retrosynthesis dataset with 1.9M reactions from patents (1976-2016). Task: Predict the reactants needed to synthesize the given product. (1) Given the product [Cl:25][C:26]1[CH:27]=[N:28][CH:29]=[C:30]([Cl:55])[C:31]=1[NH:32][C:33]1[C:42]2[C:37](=[C:38]([O:45][CH2:46][CH2:47][CH2:48][CH2:49][CH2:50][C:51]([NH2:2])=[O:52])[C:39]([O:43][CH3:44])=[CH:40][CH:41]=2)[O:36][C:35](=[O:54])[CH:34]=1, predict the reactants needed to synthesize it. The reactants are: C[N:2](C(ON1N=NC2C=CC=NC1=2)=[N+](C)C)C.F[P-](F)(F)(F)(F)F.[Cl:25][C:26]1[CH:27]=[N:28][CH:29]=[C:30]([Cl:55])[C:31]=1[NH:32][C:33]1[C:42]2[C:37](=[C:38]([O:45][CH2:46][CH2:47][CH2:48][CH2:49][CH2:50][C:51](O)=[O:52])[C:39]([O:43][CH3:44])=[CH:40][CH:41]=2)[O:36][C:35](=[O:54])[CH:34]=1.[NH4+].[OH-]. (2) Given the product [C:1]([C:5]1[CH:6]=[C:7]([CH:10]=[C:11]([C:13]([CH3:16])([CH3:15])[CH3:14])[CH:12]=1)[CH2:8][N:17]1[CH2:22][CH2:21][NH:20][CH2:19][CH2:18]1)([CH3:4])([CH3:3])[CH3:2], predict the reactants needed to synthesize it. The reactants are: [C:1]([C:5]1[CH:6]=[C:7]([CH:10]=[C:11]([C:13]([CH3:16])([CH3:15])[CH3:14])[CH:12]=1)[CH2:8]Br)([CH3:4])([CH3:3])[CH3:2].[NH:17]1[CH2:22][CH2:21][NH:20][CH2:19][CH2:18]1. (3) Given the product [NH3:7].[CH3:11][OH:12].[Br:1][C:2]1[CH:3]=[C:4]2[C:8](=[C:9]([C:11]([NH:18][CH2:19][C:20]3[C:21](=[O:27])[NH:22][CH:23]=[CH:24][C:25]=3[CH3:26])=[O:13])[CH:10]=1)[N:7]([CH3:14])[CH:6]=[C:5]2[CH:15]([CH3:17])[CH3:16], predict the reactants needed to synthesize it. The reactants are: [Br:1][C:2]1[CH:3]=[C:4]2[C:8](=[C:9]([C:11]([OH:13])=[O:12])[CH:10]=1)[N:7]([CH3:14])[CH:6]=[C:5]2[CH:15]([CH3:17])[CH3:16].[NH2:18][CH2:19][C:20]1[C:21](=[O:27])[NH:22][CH:23]=[CH:24][C:25]=1[CH3:26].ON1C2N=CC=CC=2N=N1.C(Cl)CCl.CN1CCOCC1.